Dataset: Forward reaction prediction with 1.9M reactions from USPTO patents (1976-2016). Task: Predict the product of the given reaction. (1) Given the reactants Cl[C:2]1[C:11]2[C:6](=[CH:7][CH:8]=[CH:9][CH:10]=2)[CH:5]=[C:4]([NH:12][C:13]2[CH:17]=[CH:16][NH:15][N:14]=2)[N:3]=1.[F:18][C:19]1[CH:24]=[CH:23][CH:22]=[CH:21][C:20]=1[OH:25], predict the reaction product. The product is: [F:18][C:19]1[CH:24]=[CH:23][CH:22]=[CH:21][C:20]=1[O:25][C:2]1[C:11]2[C:6](=[CH:7][CH:8]=[CH:9][CH:10]=2)[CH:5]=[C:4]([NH:12][C:13]2[CH:17]=[CH:16][NH:15][N:14]=2)[N:3]=1. (2) Given the reactants [Cl:1][C:2]1[N:7]=[C:6](Cl)[CH:5]=[CH:4][N:3]=1.[OH:9][C:10]1[CH:11]=[C:12]2[C:17](=[CH:18][CH:19]=1)[C:16]([C:20]([NH:22][CH2:23][CH2:24][N:25]1[CH2:30][CH2:29][O:28][CH2:27][CH2:26]1)=[O:21])=[CH:15][CH:14]=[CH:13]2.C1CCN2C(=NCCC2)CC1, predict the reaction product. The product is: [Cl:1][C:2]1[N:7]=[C:6]([O:9][C:10]2[CH:11]=[C:12]3[C:17](=[CH:18][CH:19]=2)[C:16]([C:20]([NH:22][CH2:23][CH2:24][N:25]2[CH2:26][CH2:27][O:28][CH2:29][CH2:30]2)=[O:21])=[CH:15][CH:14]=[CH:13]3)[CH:5]=[CH:4][N:3]=1. (3) Given the reactants N(OC(C)(C)C)=O.[Cl:8][C:9]1[CH:10]=[C:11]([CH:13]=[CH:14][C:15]=1[O:16][CH:17]([CH3:19])[CH3:18])[NH2:12].[Si](N=[N+:25]=[N-:26])(C)(C)C.[CH2:27]([O:29][C:30](=[O:33])[C:31]#[CH:32])[CH3:28].O=C1O[C@H]([C@H](CO)O)C([O-])=C1O.[Na+], predict the reaction product. The product is: [Cl:8][C:9]1[CH:10]=[C:11]([N:12]2[CH:32]=[C:31]([C:30]([O:29][CH2:27][CH3:28])=[O:33])[N:25]=[N:26]2)[CH:13]=[CH:14][C:15]=1[O:16][CH:17]([CH3:19])[CH3:18]. (4) The product is: [CH2:1]1[C:7]2([CH2:12][CH2:11][CH:10]([NH:13][C:14](=[O:20])[O:15][C:16]([CH3:17])([CH3:19])[CH3:18])[CH2:9][CH2:8]2)[CH2:6]1. Given the reactants [CH2:1]([Zn]CC)C.[CH2:6]=[C:7]1[CH2:12][CH2:11][CH:10]([NH:13][C:14](=[O:20])[O:15][C:16]([CH3:19])([CH3:18])[CH3:17])[CH2:9][CH2:8]1.[Cl-].[NH4+], predict the reaction product. (5) Given the reactants [F:1][C:2]1[CH:32]=[CH:31][C:5]([CH2:6][NH:7][C:8]([C:10]2[N:11]=[C:12]3[N:17]([C:18](=[O:28])[C:19]=2[O:20][CH2:21][C:22]2[CH:27]=[CH:26][CH:25]=[CH:24][CH:23]=2)[CH2:16][CH2:15][O:14][C:13]3([CH3:30])[CH3:29])=[O:9])=[C:4]([C:33]#[C:34][Si](C)(C)C)[CH:3]=1.C(=O)([O-])[O-].[K+].[K+], predict the reaction product. The product is: [C:33]([C:4]1[CH:3]=[C:2]([F:1])[CH:32]=[CH:31][C:5]=1[CH2:6][NH:7][C:8]([C:10]1[N:11]=[C:12]2[N:17]([C:18](=[O:28])[C:19]=1[O:20][CH2:21][C:22]1[CH:27]=[CH:26][CH:25]=[CH:24][CH:23]=1)[CH2:16][CH2:15][O:14][C:13]2([CH3:30])[CH3:29])=[O:9])#[CH:34]. (6) Given the reactants Cl[CH:2]([C:7]1[CH:11]=[C:10]([C:12]2[CH:17]=[CH:16][CH:15]=[CH:14][CH:13]=2)[O:9][C:8]=1[CH3:18])[CH2:3][CH:4]([CH3:6])[CH3:5].[NH2:19][C:20]1[CH:29]=[CH:28][C:23]([C:24]([O:26]C)=[O:25])=[C:22]([O:30][CH3:31])[CH:21]=1.C(=O)([O-])[O-].[Na+].[Na+].[I-].[Na+], predict the reaction product. The product is: [CH3:31][O:30][C:22]1[CH:21]=[C:20]([NH:19][CH:2]([C:7]2[CH:11]=[C:10]([C:12]3[CH:17]=[CH:16][CH:15]=[CH:14][CH:13]=3)[O:9][C:8]=2[CH3:18])[CH2:3][CH:4]([CH3:6])[CH3:5])[CH:29]=[CH:28][C:23]=1[C:24]([OH:26])=[O:25]. (7) The product is: [C:1]([N:8]1[CH2:16][C@@H:15]([CH:17]2[CH2:22][CH2:21][CH2:20][CH2:19][CH2:18]2)[CH2:14][C@H:9]1[C:10]([O:12][CH3:13])=[O:11])([O:3][C:4]([CH3:6])([CH3:7])[CH3:5])=[O:2]. Given the reactants [C:1]([N:8]1[CH2:16][C@@H:15]([C:17]2[CH:22]=[CH:21][CH:20]=[CH:19][CH:18]=2)[CH2:14][C@H:9]1[C:10]([O:12][CH3:13])=[O:11])([O:3][C:4]([CH3:7])([CH3:6])[CH3:5])=[O:2], predict the reaction product. (8) Given the reactants Cl[C:2]1[N:7]=[N:6][C:5]([C:8]([NH2:10])=[O:9])=[C:4]([NH:11][C:12]2[CH:17]=[CH:16][CH:15]=[C:14]([CH:18]3[CH2:20][CH2:19]3)[N:13]=2)[CH:3]=1.[CH:21]1([NH2:27])[CH2:26][CH2:25][CH2:24][CH2:23][CH2:22]1, predict the reaction product. The product is: [CH:21]1([NH:27][C:2]2[N:7]=[N:6][C:5]([C:8]([NH2:10])=[O:9])=[C:4]([NH:11][C:12]3[CH:17]=[CH:16][CH:15]=[C:14]([CH:18]4[CH2:20][CH2:19]4)[N:13]=3)[CH:3]=2)[CH2:26][CH2:25][CH2:24][CH2:23][CH2:22]1.